Dataset: Catalyst prediction with 721,799 reactions and 888 catalyst types from USPTO. Task: Predict which catalyst facilitates the given reaction. (1) Reactant: [F:1][C:2]([F:17])([F:16])[O:3][C:4]1[CH:15]=[CH:14][C:7]([CH:8]=[C:9]([C:12]#[N:13])[C:10]#[N:11])=[CH:6][CH:5]=1.[BH4-].[Na+].Cl. Product: [F:1][C:2]([F:16])([F:17])[O:3][C:4]1[CH:5]=[CH:6][C:7]([CH2:8][CH:9]([C:12]#[N:13])[C:10]#[N:11])=[CH:14][CH:15]=1. The catalyst class is: 214. (2) Reactant: [CH3:1][C:2]1([CH3:14])[O:6][C@H:5]2[O:7][C@H:8]([C@@H:10]([OH:13])[CH2:11][CH3:12])[CH2:9][C@H:4]2[O:3]1.[C:15](Cl)(=[O:19])[CH:16]([CH3:18])[CH3:17]. Product: [CH3:17][CH:16]([CH3:18])[C:15]([O:13][C@H:10]([C@H:8]1[O:7][C@@H:5]2[O:6][C:2]([CH3:1])([CH3:14])[O:3][C@@H:4]2[CH2:9]1)[CH2:11][CH3:12])=[O:19]. The catalyst class is: 436.